From a dataset of Forward reaction prediction with 1.9M reactions from USPTO patents (1976-2016). Predict the product of the given reaction. (1) Given the reactants Cl[C:2]1[C:7]2[N:8]=[C:9]([CH:14]3[CH2:19][CH2:18][CH2:17][CH2:16][CH2:15]3)[NH:10][S:11](=[O:13])(=[O:12])[C:6]=2[C:5]([C:20]2[CH:25]=[CH:24][CH:23]=[CH:22][N:21]=2)=[CH:4][CH:3]=1, predict the reaction product. The product is: [CH:14]1([C:9]2[NH:10][S:11](=[O:12])(=[O:13])[C:6]3[C:5]([C:20]4[CH:25]=[CH:24][CH:23]=[CH:22][N:21]=4)=[CH:4][CH:3]=[CH:2][C:7]=3[N:8]=2)[CH2:15][CH2:16][CH2:17][CH2:18][CH2:19]1. (2) Given the reactants [H-].[Al+3].[Li+].[H-].[H-].[H-].[CH3:7][C:8]1[CH:13]=[CH:12][C:11]([C:14]([CH3:16])=[O:15])=[CH:10][C:9]=1[Br:17].Cl, predict the reaction product. The product is: [Br:17][C:9]1[CH:10]=[C:11]([CH:14]([OH:15])[CH3:16])[CH:12]=[CH:13][C:8]=1[CH3:7]. (3) Given the reactants [C:1]([NH2:4])(=[S:3])[CH3:2].[Br:5][CH2:6][C:7]1[CH:16]=[CH:15][C:14]2[C:9](=[CH:10][CH:11]=[CH:12][CH:13]=2)[CH:8]=1, predict the reaction product. The product is: [BrH:5].[CH:8]1[C:9]2[C:14](=[CH:13][CH:12]=[CH:11][CH:10]=2)[CH:15]=[CH:16][C:7]=1[CH2:6][S:3][C:1](=[NH:4])[CH3:2]. (4) The product is: [Cl:1][C:2]1[CH:7]=[CH:6][C:5]([O:8][CH2:9][CH2:10][N:11]2[CH2:12][CH2:13][O:14][CH2:15][CH2:16]2)=[C:4]2[C:3]=1[NH:17][C:18](=[O:27])[CH:19]=[CH:20]2. Given the reactants [Cl:1][C:2]1[CH:7]=[CH:6][C:5]([O:8][CH2:9][CH2:10][N:11]2[CH2:16][CH2:15][O:14][CH2:13][CH2:12]2)=[CH:4][C:3]=1[NH:17][C:18](=[O:27])[CH:19]=[CH:20]C1C=CC=CC=1.[Cl-].[Cl-].[Cl-].[Al+3], predict the reaction product. (5) Given the reactants Cl.[N+:2]([C:5]1[CH:12]=[CH:11][C:8]([CH2:9][NH2:10])=[CH:7][CH:6]=1)([O-:4])=[O:3].[N:13]1[CH:18]=[CH:17][CH:16]=[CH:15][C:14]=1[C:19](O)=[O:20].C1C=CC2N(O)N=NC=2C=1.CCN=C=NCCCN(C)C.Cl, predict the reaction product. The product is: [N+:2]([C:5]1[CH:6]=[CH:7][C:8]([CH2:9][NH:10][C:19]([C:14]2[CH:15]=[CH:16][CH:17]=[CH:18][N:13]=2)=[O:20])=[CH:11][CH:12]=1)([O-:4])=[O:3]. (6) The product is: [CH3:47][N:44]1[CH2:43][CH2:42][N:41]([C:39]2[CH:40]=[C:35]([N:31]3[CH:30]([CH3:49])[CH2:29][C:28]4[C:33](=[CH:34][C:25]([C:9]5[CH:13]=[CH:12][N:11]([CH2:17][C:18]6[CH:23]=[CH:22][N:21]=[CH:20][CH:19]=6)[N:10]=5)=[CH:26][CH:27]=4)[CH2:32]3)[N:36]=[C:37]([NH2:48])[N:38]=2)[CH2:46][CH2:45]1. Given the reactants CC1(C)C(C)(C)OB([C:9]2[CH:13]=[CH:12][NH:11][N:10]=2)O1.Br.Br[CH2:17][C:18]1[CH:23]=[CH:22][N:21]=[CH:20][CH:19]=1.Br[C:25]1[CH:34]=[C:33]2[C:28]([CH2:29][CH:30]([CH3:49])[N:31]([C:35]3[CH:40]=[C:39]([N:41]4[CH2:46][CH2:45][N:44]([CH3:47])[CH2:43][CH2:42]4)[N:38]=[C:37]([NH2:48])[N:36]=3)[CH2:32]2)=[CH:27][CH:26]=1, predict the reaction product.